From a dataset of Full USPTO retrosynthesis dataset with 1.9M reactions from patents (1976-2016). Predict the reactants needed to synthesize the given product. (1) Given the product [CH3:1][O:2][C:3]1[CH:8]=[CH:7][C:6]([NH2:9])=[C:5]([C:12]([F:13])([F:14])[F:15])[CH:4]=1, predict the reactants needed to synthesize it. The reactants are: [CH3:1][O:2][C:3]1[CH:8]=[CH:7][C:6]([N+:9]([O-])=O)=[C:5]([C:12]([F:15])([F:14])[F:13])[CH:4]=1. (2) Given the product [CH2:1]([C:3]1[CH:8]=[CH:7][C:6]([CH2:9][C:11]2[CH:16]=[CH:15][N:14]=[CH:13][C:12]=2[OH:17])=[CH:5][CH:4]=1)[CH3:2], predict the reactants needed to synthesize it. The reactants are: [CH2:1]([C:3]1[CH:8]=[CH:7][C:6]([CH:9]([C:11]2[CH:16]=[CH:15][N:14]=[CH:13][C:12]=2[OH:17])O)=[CH:5][CH:4]=1)[CH3:2]. (3) Given the product [C:30]([O:32][CH2:33][CH:18]1[CH2:19][C:14]([N:13]([CH3:27])[CH3:12])([C:21]2[CH:22]=[CH:23][CH:24]=[CH:25][CH:26]=2)[CH2:15][CH2:16][C:17]1=[O:20])(=[O:31])[CH:29]=[CH2:1], predict the reactants needed to synthesize it. The reactants are: [CH2:1]([Li])CCC.CCCCCC.[CH3:12][N:13]([CH3:27])[C:14]1([C:21]2[CH:26]=[CH:25][CH:24]=[CH:23][CH:22]=2)[CH2:19][CH2:18][C:17](=[O:20])[CH2:16][CH2:15]1.Br[CH2:29][C:30]([O:32][CH3:33])=[O:31].[OH-].[Na+]. (4) Given the product [N:12]1[C:13]2[CH2:14][CH2:15][CH2:16][CH2:17][C:18]=2[N:9]=[CH:10][C:2]=1[C:1]([O:6][CH2:7][CH3:8])=[O:5], predict the reactants needed to synthesize it. The reactants are: [C:1]([O:6][CH2:7][CH3:8])(=[O:5])[C:2]([O-])=O.[N:9]1[C:18]2[CH2:17][CH2:16][CH2:15][CH2:14][C:13]=2[N:12]=C[CH:10]=1.S(=O)(=O)(O)O.S(OOS([O-])(=O)=O)([O-])(=O)=O.[Na+].[Na+].C(=O)([O-])O.[Na+]. (5) The reactants are: [CH2:1]([O:3][C:4]([C:6]1[CH:10]=[C:9]([C:11]([C:13]2[C:14](Cl)=[N:15][CH:16]=[CH:17][CH:18]=2)=O)[NH:8][CH:7]=1)=[O:5])[CH3:2].O.[NH2:21][NH2:22]. Given the product [CH2:1]([O:3][C:4]([C:6]1[CH:10]=[C:9]([C:11]2[C:13]3[C:14](=[N:15][CH:16]=[CH:17][CH:18]=3)[NH:22][N:21]=2)[NH:8][CH:7]=1)=[O:5])[CH3:2], predict the reactants needed to synthesize it. (6) Given the product [N:23]1[CH:24]=[CH:25][CH:26]=[C:27]2[CH2:28][CH:15]3[C:16](=[O:30])[CH:17]([CH2:21][C:22]=12)[CH2:18][CH2:19]3, predict the reactants needed to synthesize it. The reactants are: C(N(C(C)C)CC)(C)C.N1([C:15]2[CH2:19][CH2:18][CH2:17][CH:16]=2)CCCC1.Cl[CH2:21][C:22]1[C:27]([CH2:28]Cl)=[CH:26][CH:25]=[CH:24][N:23]=1.[OH-:30].[Na+]. (7) Given the product [Br:1][C:2]1[C:12]([N:13]2[CH2:17][CH2:18][N:28]([C:27]3[CH:29]=[CH:30][C:24]([O:23][CH3:22])=[CH:25][CH:26]=3)[CH2:15][CH2:14]2)=[C:11]([CH3:20])[C:5]2[CH2:6][C:7]([CH3:10])([CH3:9])[O:8][C:4]=2[C:3]=1[CH3:21], predict the reactants needed to synthesize it. The reactants are: [Br:1][C:2]1[C:12]([N:13]([CH2:17][CH2:18]Cl)[CH2:14][CH2:15]Cl)=[C:11]([CH3:20])[C:5]2[CH2:6][C:7]([CH3:10])([CH3:9])[O:8][C:4]=2[C:3]=1[CH3:21].[CH3:22][O:23][C:24]1[CH:30]=[CH:29][C:27]([NH2:28])=[CH:26][CH:25]=1.